Predict the reaction yield, written as a fraction of the theoretical maximum amount of product (1.0 means a 100% yield; for example, 0.34 means a 34% yield). From a dataset of Reaction yield outcomes from USPTO patents with 853,638 reactions. (1) The reactants are [Cl:1][C:2]1[CH:3]=[CH:4][C:5]([OH:11])=[C:6]([CH:10]=1)[C:7]([OH:9])=O.[Cl:12][C:13]1[CH:19]=[C:18]([CH3:20])[CH:17]=[CH:16][C:14]=1[NH2:15]. No catalyst specified. The product is [Cl:1][C:2]1[CH:3]=[CH:4][C:5]([OH:11])=[C:6]([CH:10]=1)[C:7]([NH:15][C:14]1[CH:16]=[CH:17][C:18]([CH3:20])=[CH:19][C:13]=1[Cl:12])=[O:9]. The yield is 0.390. (2) The reactants are [C:1]12([NH:6][C:7]3[N:12]=[C:11]([NH:13][C@@H:14]4[CH2:19][CH2:18][C@@H:17]([CH3:20])[C@H:16]([OH:21])[CH2:15]4)[C:10]([C:22]#[N:23])=[CH:9][N:8]=3)[CH2:5][CH:3]([CH2:4]1)[CH2:2]2.[OH-:24].[Na+].OO. The catalyst is CS(C)=O. The product is [C:1]12([NH:6][C:7]3[N:12]=[C:11]([NH:13][C@@H:14]4[CH2:19][CH2:18][C@@H:17]([CH3:20])[C@H:16]([OH:21])[CH2:15]4)[C:10]([C:22]([NH2:23])=[O:24])=[CH:9][N:8]=3)[CH2:2][CH:3]([CH2:4]1)[CH2:5]2. The yield is 0.670. (3) The reactants are [CH3:1][O:2][C:3]1[CH:4]=[C:5]([CH:8]=[CH:9][CH:10]=1)[CH:6]=O.[N+:11]([CH3:14])([O-:13])=[O:12].[OH-].[Na+]. The catalyst is C(O)C. The product is [CH3:1][O:2][C:3]1[CH:10]=[CH:9][CH:8]=[C:5]([CH:6]=[CH:14][N+:11]([O-:13])=[O:12])[CH:4]=1. The yield is 0.490.